Dataset: Full USPTO retrosynthesis dataset with 1.9M reactions from patents (1976-2016). Task: Predict the reactants needed to synthesize the given product. (1) Given the product [CH3:3][C:4]1([C:9]2[CH:14]=[C:13]([CH2:15][N:16]3[N:20]=[C:19]([NH2:21])[CH:18]=[N:17]3)[CH:12]=[CH:11][N:10]=2)[O:8][CH2:7][CH2:6][O:5]1, predict the reactants needed to synthesize it. The reactants are: N#N.[CH3:3][C:4]1([C:9]2[CH:14]=[C:13]([CH2:15][N:16]3[N:20]=[C:19]([N+:21]([O-])=O)[CH:18]=[N:17]3)[CH:12]=[CH:11][N:10]=2)[O:8][CH2:7][CH2:6][O:5]1.[NH4+].[Cl-]. (2) Given the product [C:18]([C:2]1[CH:7]=[CH:6][C:5]([F:8])=[C:4]([O:9][CH2:10][CH2:11][CH2:12][F:13])[CH:3]=1)#[CH:19], predict the reactants needed to synthesize it. The reactants are: Br[C:2]1[CH:7]=[CH:6][C:5]([F:8])=[C:4]([O:9][CH2:10][CH2:11][CH2:12][F:13])[CH:3]=1.C[Si]([C:18]#[CH:19])(C)C. (3) Given the product [Br:2][C:3]1[CH:15]=[CH:14][C:6]([CH2:7][CH:8]2[CH2:9][CH2:10][N:11]([C:32]([O:31][C:28]([CH3:30])([CH3:29])[CH3:27])=[O:33])[CH2:12][CH2:13]2)=[CH:5][C:4]=1[OH:16], predict the reactants needed to synthesize it. The reactants are: Cl.[Br:2][C:3]1[CH:15]=[CH:14][C:6]([CH2:7][CH:8]2[CH2:13][CH2:12][NH:11][CH2:10][CH2:9]2)=[CH:5][C:4]=1[O:16]CCOC.B(Br)(Br)Br.CO.[CH3:27][C:28]([O:31][C:32](O[C:32]([O:31][C:28]([CH3:30])([CH3:29])[CH3:27])=[O:33])=[O:33])([CH3:30])[CH3:29]. (4) Given the product [Cl:64][C:59]1[CH:60]=[CH:61][CH:62]=[CH:63][C:58]=1[O:57][CH:54]1[CH2:53][CH2:52][N:51]([C:49](=[O:50])[CH2:48][NH:47][C:20](=[O:22])[C:19]2[CH:18]=[CH:17][C:16]([C:14]3[O:15][C:11]([CH3:10])=[N:12][N:13]=3)=[CH:24][CH:23]=2)[CH2:56][CH2:55]1, predict the reactants needed to synthesize it. The reactants are: CCN(C(C)C)C(C)C.[CH3:10][C:11]1[O:15][C:14]([C:16]2[CH:24]=[CH:23][C:19]([C:20]([OH:22])=O)=[CH:18][CH:17]=2)=[N:13][N:12]=1.C1C=CC2N(O)N=NC=2C=1.CCN=C=NCCCN(C)C.Cl.[NH2:47][CH2:48][C:49]([N:51]1[CH2:56][CH2:55][CH:54]([O:57][C:58]2[CH:63]=[CH:62][CH:61]=[CH:60][C:59]=2[Cl:64])[CH2:53][CH2:52]1)=[O:50]. (5) The reactants are: [C:1]([C:3]1[CH:4]=[CH:5][C:6]2[N:12]3[C:13]([C:16]([F:19])([F:18])[F:17])=[N:14][N:15]=[C:11]3[C@H:10]([CH2:20][C:21]([O:23]CC)=[O:22])[O:9][C@@H:8]([C:26]3[CH:31]=[CH:30][CH:29]=[C:28]([O:32][CH3:33])[C:27]=3[O:34][CH3:35])[C:7]=2[CH:36]=1)#[N:2].Cl. Given the product [C:1]([C:3]1[CH:4]=[CH:5][C:6]2[N:12]3[C:13]([C:16]([F:19])([F:18])[F:17])=[N:14][N:15]=[C:11]3[C@H:10]([CH2:20][C:21]([OH:23])=[O:22])[O:9][C@@H:8]([C:26]3[CH:31]=[CH:30][CH:29]=[C:28]([O:32][CH3:33])[C:27]=3[O:34][CH3:35])[C:7]=2[CH:36]=1)#[N:2], predict the reactants needed to synthesize it. (6) Given the product [CH3:19][N:2]([CH3:1])[CH2:3][CH2:4][CH:5]([O:6][C:29](=[O:30])[NH:28][C:23]1[CH:24]=[C:25]([Cl:27])[CH:26]=[C:21]([Cl:20])[CH:22]=1)[C:7]1[CH:12]=[CH:11][C:10]([C:13]2[CH:14]=[CH:15][N:16]=[CH:17][CH:18]=2)=[CH:9][CH:8]=1, predict the reactants needed to synthesize it. The reactants are: [CH3:1][N:2]([CH3:19])[CH2:3][CH2:4][CH:5]([C:7]1[CH:12]=[CH:11][C:10]([C:13]2[CH:18]=[CH:17][N:16]=[CH:15][CH:14]=2)=[CH:9][CH:8]=1)[OH:6].[Cl:20][C:21]1[CH:22]=[C:23]([N:28]=[C:29]=[O:30])[CH:24]=[C:25]([Cl:27])[CH:26]=1. (7) Given the product [CH:1]([O:14][CH:28]1[CH2:33][CH2:32][NH:31][CH2:30][CH2:29]1)([C:8]1[CH:9]=[CH:10][CH:11]=[CH:12][CH:13]=1)[C:2]1[CH:7]=[CH:6][CH:5]=[CH:4][CH:3]=1, predict the reactants needed to synthesize it. The reactants are: [CH:1]([OH:14])([C:8]1[CH:13]=[CH:12][CH:11]=[CH:10][CH:9]=1)[C:2]1[CH:7]=[CH:6][CH:5]=[CH:4][CH:3]=1.O.C1(C)C=CC(S(O)(=O)=O)=CC=1.O[CH:28]1[CH2:33][CH2:32][NH:31][CH2:30][CH2:29]1. (8) Given the product [Cl:19][C:8]1[CH:7]=[C:6]2[C:11]([C:2]([N:23]3[CH2:24][CH2:25][NH:20][CH:21]([CH2:26][C:27]([NH2:29])=[O:28])[CH2:22]3)=[N:3][CH:4]=[N:5]2)=[CH:10][C:9]=1[C:12]1[CH:17]=[CH:16][C:15]([Cl:18])=[CH:14][CH:13]=1, predict the reactants needed to synthesize it. The reactants are: Cl[C:2]1[C:11]2[C:6](=[CH:7][C:8]([Cl:19])=[C:9]([C:12]3[CH:17]=[CH:16][C:15]([Cl:18])=[CH:14][CH:13]=3)[CH:10]=2)[N:5]=[CH:4][N:3]=1.[NH:20]1[CH2:25][CH2:24][NH:23][CH2:22][CH:21]1[CH2:26][C:27]([NH2:29])=[O:28].CCN(C(C)C)C(C)C. (9) Given the product [CH3:1][O:2][C:3]1[CH:4]=[C:5]2[C:10](=[CH:11][C:12]=1[O:13][CH3:14])[N:9]=[CH:8][CH:7]=[C:6]2[O:15][C:16]1[CH:22]=[CH:21][C:19]([NH:20][C:34]([NH:51][CH:49]([C:45]2[S:46][C:47]([CH3:48])=[C:43]([CH3:42])[N:44]=2)[CH3:50])=[O:40])=[CH:18][CH:17]=1, predict the reactants needed to synthesize it. The reactants are: [CH3:1][O:2][C:3]1[CH:4]=[C:5]2[C:10](=[CH:11][C:12]=1[O:13][CH3:14])[N:9]=[CH:8][CH:7]=[C:6]2[O:15][C:16]1[CH:22]=[CH:21][C:19]([NH2:20])=[CH:18][CH:17]=1.C(N(CC)CC)C.ClC(Cl)(O[C:34](=[O:40])OC(Cl)(Cl)Cl)Cl.[CH3:42][C:43]1[N:44]=[C:45]([CH:49]([NH2:51])[CH3:50])[S:46][C:47]=1[CH3:48]. (10) Given the product [Cl:33][C:34]1[CH:35]=[C:36]([C:42]2[CH:47]=[CH:46][C:45]([C@H:48]([NH:50][S:11]([C:14]3[C:15]([C:20]([F:23])([F:21])[F:22])=[N:16][N:17]([CH3:19])[CH:18]=3)(=[O:13])=[O:12])[CH3:49])=[C:44]([O:51][CH3:52])[CH:43]=2)[C:37]([O:40][CH3:41])=[N:38][CH:39]=1, predict the reactants needed to synthesize it. The reactants are: FC1C=C(C2C=C(F)C=CC=2OC)C=CC=1C(N[S:11]([C:14]1[C:15]([C:20]([F:23])([F:22])[F:21])=[N:16][N:17]([CH3:19])[CH:18]=1)(=[O:13])=[O:12])C.[Cl:33][C:34]1[CH:35]=[C:36]([C:42]2[CH:47]=[CH:46][C:45]([C@H:48]([NH2:50])[CH3:49])=[C:44]([O:51][CH3:52])[CH:43]=2)[C:37]([O:40][CH3:41])=[N:38][CH:39]=1.